From a dataset of HIV replication inhibition screening data with 41,000+ compounds from the AIDS Antiviral Screen. Binary Classification. Given a drug SMILES string, predict its activity (active/inactive) in a high-throughput screening assay against a specified biological target. The result is 0 (inactive). The drug is O=C(O)C(=C=Cc1cccc2ccccc12)C(=O)O.